Dataset: Catalyst prediction with 721,799 reactions and 888 catalyst types from USPTO. Task: Predict which catalyst facilitates the given reaction. (1) Reactant: [CH2:1]([O:3][CH2:4][C:5]1[N:6]([CH2:23][CH2:24][O:25][CH2:26][CH2:27][CH2:28][C:29]2[CH:30]=[N:31][CH:32]=[CH:33][CH:34]=2)[C:7]2[C:12]([CH3:13])=[C:11]([CH3:14])[N:10]=[C:9](OC3C=CC=CC=3)[C:8]=2[N:22]=1)[CH3:2].C([O-])(=O)C.[NH4+:39]. Product: [CH2:1]([O:3][CH2:4][C:5]1[N:6]([CH2:23][CH2:24][O:25][CH2:26][CH2:27][CH2:28][C:29]2[CH:30]=[N:31][CH:32]=[CH:33][CH:34]=2)[C:7]2[C:12]([CH3:13])=[C:11]([CH3:14])[N:10]=[C:9]([NH2:39])[C:8]=2[N:22]=1)[CH3:2]. The catalyst class is: 13. (2) Reactant: [CH2:1]([CH:8]1[CH2:12][O:11][C:10](=[O:13])[N:9]1[C:14](=[O:37])[CH:15]([C:20]1[CH:21]=[C:22]([C:27]2[CH:32]=[CH:31][C:30]([C:33]([F:36])([F:35])[F:34])=[CH:29][CH:28]=2)[CH:23]=[C:24]([OH:26])[CH:25]=1)[CH2:16][CH:17]([CH3:19])[CH3:18])[C:2]1[CH:7]=[CH:6][CH:5]=[CH:4][CH:3]=1.N1C=CC=CC=1.[F:44][C:45]([F:58])([F:57])[S:46](O[S:46]([C:45]([F:58])([F:57])[F:44])(=[O:48])=[O:47])(=[O:48])=[O:47].Cl. Product: [CH2:1]([CH:8]1[CH2:12][O:11][C:10](=[O:13])[N:9]1[C:14]([CH:15]([C:20]1[CH:25]=[C:24]([O:26][S:46]([C:45]([F:58])([F:57])[F:44])(=[O:48])=[O:47])[CH:23]=[C:22]([C:27]2[CH:28]=[CH:29][C:30]([C:33]([F:34])([F:36])[F:35])=[CH:31][CH:32]=2)[CH:21]=1)[CH2:16][CH:17]([CH3:19])[CH3:18])=[O:37])[C:2]1[CH:7]=[CH:6][CH:5]=[CH:4][CH:3]=1. The catalyst class is: 4. (3) Reactant: [F:1][C:2]([F:36])([F:35])[C:3]([C:19]12[CH2:26][CH2:25][C:22]([NH:27]C(=O)OC(C)(C)C)([CH2:23][CH2:24]1)[CH2:21][O:20]2)([OH:18])[CH2:4][C:5]1[C:14]2[C:9](=[CH:10][CH:11]=[C:12]([O:15][CH3:16])[N:13]=2)[N:8]=[CH:7][C:6]=1[F:17].FC(F)(F)C(O)=O. Product: [NH2:27][C:22]12[CH2:23][CH2:24][C:19]([C:3]([OH:18])([CH2:4][C:5]3[C:14]4[C:9](=[CH:10][CH:11]=[C:12]([O:15][CH3:16])[N:13]=4)[N:8]=[CH:7][C:6]=3[F:17])[C:2]([F:35])([F:36])[F:1])([CH2:26][CH2:25]1)[O:20][CH2:21]2. The catalyst class is: 4. (4) Reactant: C[O:2][C:3]([C:5]1[C:13]2[O:12][C:11](=[O:14])[NH:10][C:9]=2[CH:8]=[C:7]([Cl:15])[CH:6]=1)=O.O1CCCC1.[Li+].[BH4-]. Product: [Cl:15][C:7]1[CH:6]=[C:5]([CH2:3][OH:2])[C:13]2[O:12][C:11](=[O:14])[NH:10][C:9]=2[CH:8]=1. The catalyst class is: 27. (5) Reactant: [CH3:1][O:2][C:3]1[CH:8]=[CH:7][C:6]([NH:9][C:10](=[O:14])[CH2:11][CH:12]=[CH2:13])=[CH:5][CH:4]=1.ClC1C=CC=C(C(OO)=[O:23])C=1. Product: [CH3:1][O:2][C:3]1[CH:8]=[CH:7][C:6]([NH:9][C:10](=[O:14])[CH2:11][CH:12]2[CH2:13][O:23]2)=[CH:5][CH:4]=1. The catalyst class is: 4. (6) Reactant: [CH2:1]([N:8]1[CH2:13][CH2:12][C:11]([C:15]2[CH:20]=[CH:19][C:18]([Br:21])=[CH:17][CH:16]=2)(O)[CH2:10][CH2:9]1)[C:2]1[CH:7]=[CH:6][CH:5]=[CH:4][CH:3]=1.O.C1(C)C=CC(S(O)(=O)=O)=CC=1.O.[OH-].[Na+]. Product: [CH2:1]([N:8]1[CH2:9][CH:10]=[C:11]([C:15]2[CH:16]=[CH:17][C:18]([Br:21])=[CH:19][CH:20]=2)[CH2:12][CH2:13]1)[C:2]1[CH:3]=[CH:4][CH:5]=[CH:6][CH:7]=1. The catalyst class is: 11. (7) Reactant: Br[C:2]1[CH:3]=[C:4]2[C:9](=[CH:10][CH:11]=1)[N:8]([CH:12]1[CH2:17][CH2:16][N:15]([C:18]([O:20][C:21]([CH3:24])([CH3:23])[CH3:22])=[O:19])[CH2:14][CH2:13]1)[C:7](=[O:25])[NH:6][CH2:5]2.[CH:26]1([NH:29][C:30](=[O:47])[C:31]2[CH:36]=[CH:35][C:34]([CH3:37])=[C:33](B3OC(C)(C)C(C)(C)O3)[CH:32]=2)[CH2:28][CH2:27]1.CCO.COCCOC.C(=O)([O-])[O-].[Na+].[Na+].[Cl-]. Product: [CH:26]1([NH:29][C:30]([C:31]2[CH:36]=[CH:35][C:34]([CH3:37])=[C:33]([C:2]3[CH:3]=[C:4]4[C:9](=[CH:10][CH:11]=3)[N:8]([CH:12]3[CH2:13][CH2:14][N:15]([C:18]([O:20][C:21]([CH3:23])([CH3:24])[CH3:22])=[O:19])[CH2:16][CH2:17]3)[C:7](=[O:25])[NH:6][CH2:5]4)[CH:32]=2)=[O:47])[CH2:27][CH2:28]1. The catalyst class is: 73.